Dataset: Forward reaction prediction with 1.9M reactions from USPTO patents (1976-2016). Task: Predict the product of the given reaction. Given the reactants O.[CH3:2][C:3]1([CH3:12])[CH2:8][C:7](=[O:9])[CH2:6][C:5]([CH3:11])([CH3:10])[NH:4]1.[CH3:13][I:14], predict the reaction product. The product is: [IH:14].[CH3:13][N:4]1[C:5]([CH3:11])([CH3:10])[CH2:6][C:7](=[O:9])[CH2:8][C:3]1([CH3:12])[CH3:2].